This data is from Full USPTO retrosynthesis dataset with 1.9M reactions from patents (1976-2016). The task is: Predict the reactants needed to synthesize the given product. (1) Given the product [NH2:35][CH2:34][CH2:33][CH:32]([N:8]1[CH2:9][CH2:10][CH:11]([CH:14]([O:15][C:16]2[CH:21]=[CH:20][CH:19]=[C:18]([CH3:22])[N:17]=2)[C:23]2[CH:28]=[CH:27][C:26]([C:29]#[N:30])=[CH:25][CH:24]=2)[CH2:12][CH2:13]1)[CH3:46], predict the reactants needed to synthesize it. The reactants are: C(OC([N:8]1[CH2:13][CH2:12][CH:11]([CH:14]([C:23]2[CH:28]=[CH:27][C:26]([C:29]#[N:30])=[CH:25][CH:24]=2)[O:15][C:16]2[CH:21]=[CH:20][CH:19]=[C:18]([CH3:22])[N:17]=2)[CH2:10][CH2:9]1)=O)(C)(C)C.O=[C:32]([CH3:46])[CH2:33][CH2:34][N:35]1C(=O)C2C(=CC=CC=2)C1=O. (2) The reactants are: [C:1]([OH:4])(=[O:3])[CH3:2].CO[C:7]1[CH:8]=[C:9]([C@H:16](NC2C=CC(C(N)=N)=CC=2)[C:17]2[NH:21][C:20](=O)[N:19](C3N=CC=CN=3)[N:18]=2)C=C(COC)C=1.C[O:40][C:41](=O)[N:42]=[C:43](SC)[C:44]([C:58]1[CH:63]=[C:62]([O:64][CH3:65])[CH:61]=[C:60]([O:66][CH3:67])[CH:59]=1)=[N:45][C:46]1[CH:51]=[CH:50][C:49]([C:52]2[N:56]=C(C)O[N:53]=2)=[CH:48][CH:47]=1.CC1N=C(NN)C=CC=1.COC(=O)N=C(SC)C(C1C=C(COC)C=C(OC)C=1)=NC1C=CC(C2N=C(C)ON=2)=CC=1.N(C1N=CC=CN=1)N. Given the product [C:1]([OH:4])(=[O:3])[CH3:2].[CH3:65][O:64][C:62]1[CH:63]=[C:58]([C@H:44]([NH:45][C:46]2[CH:51]=[CH:50][C:49]([C:52]([NH2:56])=[NH:53])=[CH:48][CH:47]=2)[C:43]2[NH:42][C:41](=[O:40])[N:19]([C:20]3[C:8]([CH3:7])=[CH:9][CH:16]=[CH:17][N:21]=3)[N:18]=2)[CH:59]=[C:60]([O:66][CH3:67])[CH:61]=1, predict the reactants needed to synthesize it. (3) Given the product [NH2:16][O:25][P:24](=[O:1])([C:26]1[CH:31]=[CH:30][CH:29]=[CH:28][CH:27]=1)[C:18]1[CH:23]=[CH:22][CH:21]=[CH:20][CH:19]=1, predict the reactants needed to synthesize it. The reactants are: [OH-:1].[Na+].CN(C(N=NC(N(C)C)=O)=O)C.Cl.[NH2:16]O.[C:18]1([P:24](Cl)([C:26]2[CH:31]=[CH:30][CH:29]=[CH:28][CH:27]=2)=[O:25])[CH:23]=[CH:22][CH:21]=[CH:20][CH:19]=1. (4) The reactants are: [NH2:1][C:2]1[C:7]([CH3:8])=[CH:6][C:5]([CH3:9])=[CH:4][C:3]=1[C:10](=[O:12])[CH3:11]. Given the product [C:11]1([C:10]([C:3]2[CH:4]=[C:5]([CH3:9])[CH:6]=[C:7]([CH3:8])[C:2]=2[NH2:1])=[O:12])[CH:6]=[CH:7][CH:2]=[CH:3][CH:4]=1, predict the reactants needed to synthesize it. (5) Given the product [Br:8][C:6]1[N:7]=[C:2]([C:13]2[CH:14]=[CH:15][CH:16]=[C:11]([Cl:10])[CH:12]=2)[C:3]([NH2:9])=[N:4][CH:5]=1, predict the reactants needed to synthesize it. The reactants are: Br[C:2]1[C:3]([NH2:9])=[N:4][CH:5]=[C:6]([Br:8])[N:7]=1.[Cl:10][C:11]1[CH:16]=[CH:15][C:14](B(O)O)=[CH:13][CH:12]=1.C(=O)([O-])[O-].[Na+].[Na+].C(O)(=O)CC(CC(O)=O)(C(O)=O)O. (6) Given the product [CH2:1]([NH:3][C:4]([NH:5][C:6]1[S:7][C:8]2[C:14]([C:15](=[O:16])[NH:10][C:6]3[S:7][CH:42]=[CH:45][N:5]=3)=[CH:13][C:12]([C:22]3[CH:23]=[N:24][C:25]([N:28]4[CH2:29][CH2:30][C:31]([CH3:39])([C:34]([OH:36])=[O:35])[CH2:32][CH2:33]4)=[N:26][CH:27]=3)=[CH:11][C:9]=2[N:10]=1)=[O:40])[CH3:2], predict the reactants needed to synthesize it. The reactants are: [CH2:1]([NH:3][C:4](=[O:40])[NH:5][C:6]1[S:7][C:8]2[C:14]([C:15](C3SC=CN=3)=[O:16])=[CH:13][C:12]([C:22]3[CH:23]=[N:24][C:25]([N:28]4[CH2:33][CH2:32][C:31]([CH3:39])([C:34]([O:36]CC)=[O:35])[CH2:30][CH2:29]4)=[N:26][CH:27]=3)=[CH:11][C:9]=2[N:10]=1)[CH3:2].C[C:42]([CH3:45])([O-])C.[K+]. (7) Given the product [Cl:1][C:2]1[CH:3]=[CH:4][C:5]([C:28]([F:30])([F:31])[F:29])=[C:6]([CH:27]=1)[CH2:7][N:8]1[CH2:13][CH2:12][NH:11][C:10]2[N:14]=[CH:15][C:16]([C:18]3[CH:26]=[CH:25][C:21]([C:22]([N:44]4[CH2:45][CH2:46][N:41]([C:36]5[C:35]6[CH:34]=[CH:33][O:32][C:40]=6[CH:39]=[CH:38][N:37]=5)[CH2:42][CH2:43]4)=[O:24])=[CH:20][CH:19]=3)=[CH:17][C:9]1=2, predict the reactants needed to synthesize it. The reactants are: [Cl:1][C:2]1[CH:3]=[CH:4][C:5]([C:28]([F:31])([F:30])[F:29])=[C:6]([CH:27]=1)[CH2:7][N:8]1[CH2:13][CH2:12][NH:11][C:10]2[N:14]=[CH:15][C:16]([C:18]3[CH:26]=[CH:25][C:21]([C:22]([OH:24])=O)=[CH:20][CH:19]=3)=[CH:17][C:9]1=2.[O:32]1[C:40]2[CH:39]=[CH:38][N:37]=[C:36]([N:41]3[CH2:46][CH2:45][NH:44][CH2:43][CH2:42]3)[C:35]=2[CH:34]=[CH:33]1. (8) Given the product [C:44]([O:36][CH2:35][C@H:15]1[O:14][C@@H:10]([S:11][CH2:12][CH3:13])[C@:9]([C:1](=[O:8])[C:2]2[CH:7]=[CH:6][CH:5]=[CH:4][CH:3]=2)([OH:37])[C@@H:17]([O:18][C:19](=[O:26])[C:20]2[CH:25]=[CH:24][CH:23]=[CH:22][CH:21]=2)[C@@H:16]1[O:27][CH2:28][C:29]1[CH:34]=[CH:33][CH:32]=[CH:31][CH:30]=1)(=[O:46])[CH3:45], predict the reactants needed to synthesize it. The reactants are: [C:1]([C@@:9]1([OH:37])[C@@H:17]([O:18][C:19](=[O:26])[C:20]2[CH:25]=[CH:24][CH:23]=[CH:22][CH:21]=2)[C@H:16]([O:27][CH2:28][C:29]2[CH:34]=[CH:33][CH:32]=[CH:31][CH:30]=2)[C@@H:15]([CH2:35][OH:36])[O:14][C@H:10]1[S:11][CH2:12][CH3:13])(=[O:8])[C:2]1[CH:7]=[CH:6][CH:5]=[CH:4][CH:3]=1.N1C=CC=CC=1.[C:44](OC(=O)C)(=[O:46])[CH3:45].